This data is from Reaction yield outcomes from USPTO patents with 853,638 reactions. The task is: Predict the reaction yield, written as a fraction of the theoretical maximum amount of product (1.0 means a 100% yield; for example, 0.34 means a 34% yield). (1) The reactants are [C:12]([O:11][C:9](O[C:9]([O:11][C:12]([CH3:15])([CH3:14])[CH3:13])=[O:10])=[O:10])([CH3:15])([CH3:14])[CH3:13].[NH2:16][C@H:17]1[CH2:22][CH2:21][C@H:20]([NH2:23])[CH2:19][CH2:18]1. The catalyst is C(Cl)(Cl)Cl. The product is [NH2:16][C@H:17]1[CH2:22][CH2:21][C@H:20]([NH:23][C:9](=[O:10])[O:11][C:12]([CH3:13])([CH3:14])[CH3:15])[CH2:19][CH2:18]1. The yield is 0.600. (2) The reactants are F[C:2]1[CH:3]=[CH:4][C:5]2[N+:10]([O-:11])=[N:9][C:8]([NH2:12])=[N:7][C:6]=2[CH:13]=1.[CH2:14]([NH:16][CH2:17][CH3:18])[CH3:15]. The catalyst is CC#N. The product is [CH2:14]([N:16]([CH2:17][CH3:18])[C:2]1[CH:3]=[CH:4][C:5]2[N+:10]([O-:11])=[N:9][C:8]([NH2:12])=[N:7][C:6]=2[CH:13]=1)[CH3:15]. The yield is 0.650. (3) The reactants are [CH:1]([O:4][C:5]1[CH:19]=[CH:18][C:8]([O:9][C:10]2[S:11][C:12]([CH:15]=[N:16][OH:17])=[CH:13][N:14]=2)=[CH:7][CH:6]=1)([CH3:3])[CH3:2].[Cl:20]N1C(=O)CCC1=O.O. The catalyst is CN(C)C=O. The product is [OH:17][N:16]=[C:15]([Cl:20])[C:12]1[S:11][C:10]([O:9][C:8]2[CH:18]=[CH:19][C:5]([O:4][CH:1]([CH3:3])[CH3:2])=[CH:6][CH:7]=2)=[N:14][CH:13]=1. The yield is 0.960. (4) The reactants are [C:1]([C:3]1[N:8]=[CH:7][C:6]([CH2:9][O:10][C:11]2[CH:16]=[CH:15][C:14]([C:17]3[N:22]4[N:23]=[C:24]([NH:26][C:27]([CH:29]5[CH2:31][CH2:30]5)=[O:28])[N:25]=[C:21]4[CH:20]=[CH:19][CH:18]=3)=[CH:13][CH:12]=2)=[CH:5][CH:4]=1)#[N:2].[N-:32]=[N+:33]=[N-:34].[Na+].[Cl-].[NH4+]. The catalyst is C(OCC)(=O)C. The product is [N:2]1[NH:32][N:33]=[N:34][C:1]=1[C:3]1[N:8]=[CH:7][C:6]([CH2:9][O:10][C:11]2[CH:12]=[CH:13][C:14]([C:17]3[N:22]4[N:23]=[C:24]([NH:26][C:27]([CH:29]5[CH2:30][CH2:31]5)=[O:28])[N:25]=[C:21]4[CH:20]=[CH:19][CH:18]=3)=[CH:15][CH:16]=2)=[CH:5][CH:4]=1. The yield is 0.0600. (5) The reactants are C(O)(=O)C.[OH:5][C@H:6]1[CH2:10][N:9]([CH:11]2[CH2:16][CH2:15][NH:14][CH2:13][CH2:12]2)[C:8](=[O:17])[CH2:7]1.NC1CCN([CH2:25][C:26]2[CH:31]=[CH:30][CH:29]=[CH:28][CH:27]=2)CC1.C(N(CC)C(C)C)(C)C.BrC[C@H](O)CC([O-])=O. The catalyst is CC#N.C(OCC)(=O)C. The product is [CH2:25]([N:14]1[CH2:13][CH2:12][CH:11]([N:9]2[CH2:10][CH:6]([OH:5])[CH2:7][C:8]2=[O:17])[CH2:16][CH2:15]1)[C:26]1[CH:31]=[CH:30][CH:29]=[CH:28][CH:27]=1. The yield is 0.250.